This data is from Catalyst prediction with 721,799 reactions and 888 catalyst types from USPTO. The task is: Predict which catalyst facilitates the given reaction. Reactant: Cl[CH2:2][CH2:3][S:4](Cl)(=[O:6])=[O:5].[CH:8]([OH:11])([CH3:10])[CH3:9].N1C=CC=CC=1. Product: [CH:8]([O:11][S:4]([CH:3]=[CH2:2])(=[O:6])=[O:5])([CH3:10])[CH3:9]. The catalyst class is: 4.